From a dataset of Peptide-MHC class II binding affinity with 134,281 pairs from IEDB. Regression. Given a peptide amino acid sequence and an MHC pseudo amino acid sequence, predict their binding affinity value. This is MHC class II binding data. The peptide sequence is EKVYLAWVPAHKGIG. The MHC is DRB4_0101 with pseudo-sequence DRB4_0103. The binding affinity (normalized) is 0.756.